Predict the reactants needed to synthesize the given product. From a dataset of Full USPTO retrosynthesis dataset with 1.9M reactions from patents (1976-2016). Given the product [CH2:1]([C:4]1[CH:9]=[CH:8][N:7]=[C:6]([C:16]#[N:17])[CH:5]=1)[CH2:2][CH3:3], predict the reactants needed to synthesize it. The reactants are: [CH2:1]([C:4]1[CH:9]=[CH:8][N:7]=[CH:6][CH:5]=1)[CH2:2][CH3:3].OO.C[Si]([C:16]#[N:17])(C)C.CN(C)C(Cl)=O.